Dataset: Reaction yield outcomes from USPTO patents with 853,638 reactions. Task: Predict the reaction yield, written as a fraction of the theoretical maximum amount of product (1.0 means a 100% yield; for example, 0.34 means a 34% yield). (1) The reactants are [OH:1][CH2:2][C:3]1[CH:4]=[CH:5][C:6]([CH:9]([CH2:30][C:31]2[CH:32]=[C:33]3[C:37](=[C:38]([CH3:40])[CH:39]=2)[NH:36][N:35]=[CH:34]3)[CH2:10][C:11]([N:13]2[CH2:18][CH2:17][CH:16]([N:19]3[CH2:28][C:27]4[C:22](=[CH:23][CH:24]=[CH:25][CH:26]=4)[NH:21][C:20]3=[O:29])[CH2:15][CH2:14]2)=[O:12])=[N:7][CH:8]=1.CC(OI1(OC(C)=O)(OC(C)=O)OC(=O)C2C=CC=CC1=2)=O. The catalyst is C(Cl)Cl. The product is [CH3:40][C:38]1[CH:39]=[C:31]([CH2:30][CH:9]([C:6]2[CH:5]=[CH:4][C:3]([CH:2]=[O:1])=[CH:8][N:7]=2)[CH2:10][C:11](=[O:12])[N:13]2[CH2:14][CH2:15][CH:16]([N:19]3[CH2:28][C:27]4[C:22](=[CH:23][CH:24]=[CH:25][CH:26]=4)[NH:21][C:20]3=[O:29])[CH2:17][CH2:18]2)[CH:32]=[C:33]2[C:37]=1[NH:36][N:35]=[CH:34]2. The yield is 0.690. (2) The reactants are [Br:1][C:2]1[CH:3]=[CH:4][C:5]([OH:10])=[C:6]([CH:9]=1)[CH:7]=[O:8].C(=O)([O-])[O-].[K+].[K+].Cl[CH2:18][O:19][CH3:20].Cl. The catalyst is O.CC(C)=O. The product is [Br:1][C:2]1[CH:3]=[CH:4][C:5]([O:10][CH2:18][O:19][CH3:20])=[C:6]([CH:9]=1)[CH:7]=[O:8]. The yield is 0.770.